From a dataset of Peptide-MHC class II binding affinity with 134,281 pairs from IEDB. Regression. Given a peptide amino acid sequence and an MHC pseudo amino acid sequence, predict their binding affinity value. This is MHC class II binding data. (1) The peptide sequence is KLIADSIDFNQVAQV. The MHC is H-2-IAb with pseudo-sequence H-2-IAb. The binding affinity (normalized) is 0.0714. (2) The peptide sequence is LQSLGAEIAVEQAAL. The MHC is HLA-DPA10301-DPB10402 with pseudo-sequence HLA-DPA10301-DPB10402. The binding affinity (normalized) is 0.244. (3) The peptide sequence is KLIGGIGGFVKVRQYDQILI. The MHC is DRB1_0101 with pseudo-sequence DRB1_0101. The binding affinity (normalized) is 0.408.